Dataset: Full USPTO retrosynthesis dataset with 1.9M reactions from patents (1976-2016). Task: Predict the reactants needed to synthesize the given product. (1) Given the product [F:19][C:16]([F:17])([F:18])[C:15]([NH:14][CH2:13][C:12]1[CH:21]=[CH:22][C:23]([F:24])=[C:10]([CH:4]2[CH2:3][CH:2]3[N:9]([C:43]([C:31]4[C:32]5[C:37](=[C:36]([O:38][C:39]([F:42])([F:40])[F:41])[CH:35]=[CH:34][CH:33]=5)[N:29]([CH2:28][CH2:27][O:26][CH3:25])[CH:30]=4)=[O:44])[CH:6]([CH2:7][CH2:8]3)[CH2:5]2)[CH:11]=1)=[O:20], predict the reactants needed to synthesize it. The reactants are: Cl.[CH:2]12[NH:9][CH:6]([CH2:7][CH2:8]1)[CH2:5][CH:4]([C:10]1[CH:11]=[C:12]([CH:21]=[CH:22][C:23]=1[F:24])[CH2:13][NH:14][C:15](=[O:20])[C:16]([F:19])([F:18])[F:17])[CH2:3]2.[CH3:25][O:26][CH2:27][CH2:28][N:29]1[C:37]2[C:32](=[CH:33][CH:34]=[CH:35][C:36]=2[O:38][C:39]([F:42])([F:41])[F:40])[C:31]([C:43](O)=[O:44])=[CH:30]1.CCN=C=NCCCN(C)C.Cl. (2) Given the product [Cl:8][C:9]1[C:10]([C:30]2[N:34]3[CH:35]=[CH:36][CH:37]=[CH:38][C:33]3=[N:32][CH:31]=2)=[N:11][C:12]([NH:15][C:16]2[CH:21]=[CH:20][C:19]([N:22]3[CH2:23][CH2:24][N:25]([C:6]([NH2:5])=[O:7])[CH2:26][CH2:27]3)=[CH:18][C:17]=2[O:28][CH3:29])=[N:13][CH:14]=1, predict the reactants needed to synthesize it. The reactants are: C[Si]([N:5]=[C:6]=[O:7])(C)C.[Cl:8][C:9]1[C:10]([C:30]2[N:34]3[CH:35]=[CH:36][CH:37]=[CH:38][C:33]3=[N:32][CH:31]=2)=[N:11][C:12]([NH:15][C:16]2[CH:21]=[CH:20][C:19]([N:22]3[CH2:27][CH2:26][NH:25][CH2:24][CH2:23]3)=[CH:18][C:17]=2[O:28][CH3:29])=[N:13][CH:14]=1. (3) The reactants are: [F:1][C:2]1[CH:17]=[C:16]([CH:18]=O)[CH:15]=[CH:14][C:3]=1[O:4][C:5]1[N:6]=[CH:7][C:8]([C:11]([NH2:13])=[O:12])=[N:9][CH:10]=1.[S:20]1[CH:24]=[CH:23][CH:22]=[C:21]1[CH2:25][CH2:26][NH2:27].[BH4-].[Na+]. Given the product [F:1][C:2]1[CH:17]=[C:16]([CH2:18][NH:27][CH2:26][CH2:25][C:21]2[S:20][CH:24]=[CH:23][CH:22]=2)[CH:15]=[CH:14][C:3]=1[O:4][C:5]1[N:6]=[CH:7][C:8]([C:11]([NH2:13])=[O:12])=[N:9][CH:10]=1, predict the reactants needed to synthesize it. (4) Given the product [C:1]([C:3]1[CH:33]=[CH:32][C:6]([CH2:7][NH:8][C:9](=[O:31])[CH:10]([C:14]2[C:15]([F:30])=[CH:16][C:17]([C:35]3[CH:42]=[CH:41][CH:40]=[CH:39][C:36]=3[CH:37]=[O:38])=[CH:18][C:19]=2[F:20])[O:11][CH2:12][CH3:13])=[CH:5][CH:4]=1)#[N:2], predict the reactants needed to synthesize it. The reactants are: [C:1]([C:3]1[CH:33]=[CH:32][C:6]([CH2:7][NH:8][C:9](=[O:31])[CH:10]([C:14]2[C:19]([F:20])=[CH:18][C:17](B3OC(C)(C)C(C)(C)O3)=[CH:16][C:15]=2[F:30])[O:11][CH2:12][CH3:13])=[CH:5][CH:4]=1)#[N:2].Br[C:35]1[CH:42]=[CH:41][CH:40]=[CH:39][C:36]=1[CH:37]=[O:38]. (5) Given the product [Cl:1][C:2]1[CH:3]=[CH:4][N:5]2[C:10]=1[C:9](=[O:11])[N:8]([C:12]1[CH:13]=[CH:14][CH:15]=[CH:16][CH:17]=1)[C:7]([C@@H:18]1[CH2:22][C@@H:21]([O:23][CH3:24])[CH2:20][N:19]1[C:25]1[N:33]=[CH:32][N:31]=[C:30]3[C:26]=1[N:27]=[CH:28][NH:29]3)=[N:6]2, predict the reactants needed to synthesize it. The reactants are: [Cl:1][C:2]1[CH:3]=[CH:4][N:5]2[C:10]=1[C:9](=[O:11])[N:8]([C:12]1[CH:17]=[CH:16][CH:15]=[CH:14][CH:13]=1)[C:7]([C@@H:18]1[CH2:22][C@@H:21]([O:23][CH3:24])[CH2:20][N:19]1[C:25]1[N:33]=[CH:32][N:31]=[C:30]3[C:26]=1[N:27]=[CH:28][N:29]3C1CCCCO1)=[N:6]2.Cl. (6) Given the product [CH2:44]([O:41][C@H:11]1[C@H:12]([O:40][CH2:25][C:26]2[CH:31]=[CH:30][CH:29]=[CH:28][CH:27]=2)[C@@H:13]([O:39][CH2:14][C:18]2[CH:23]=[CH:22][CH:21]=[CH:20][CH:19]=2)[C@@:14]([C:18]2[CH:23]=[CH:22][C:21]([Cl:24])=[C:20]([CH2:25][C:26]3[CH:27]=[CH:28][C:29]([O:32][CH2:33][CH2:34][O:35][CH:36]4[CH2:38][CH2:37]4)=[CH:30][CH:31]=3)[CH:19]=2)([O:16][CH3:17])[O:15][C@@H:10]1[CH2:9][O:8][Si:1]([C:4]([CH3:6])([CH3:7])[CH3:5])([CH3:3])[CH3:2])[C:45]1[CH:50]=[CH:49][CH:48]=[CH:47][CH:46]=1, predict the reactants needed to synthesize it. The reactants are: [Si:1]([O:8][CH2:9][C@H:10]1[O:15][C@:14]([C:18]2[CH:23]=[CH:22][C:21]([Cl:24])=[C:20]([CH2:25][C:26]3[CH:31]=[CH:30][C:29]([O:32][CH2:33][CH2:34][O:35][CH:36]4[CH2:38][CH2:37]4)=[CH:28][CH:27]=3)[CH:19]=2)([O:16][CH3:17])[C@H:13]([OH:39])[C@@H:12]([OH:40])[C@@H:11]1[OH:41])([C:4]([CH3:7])([CH3:6])[CH3:5])([CH3:3])[CH3:2].[H-].[Na+].[CH2:44](Br)[C:45]1[CH:50]=[CH:49][CH:48]=[CH:47][CH:46]=1. (7) Given the product [C:6]([CH2:8][S:9][C:10]1[N:11]=[C:12]2[CH:29]=[C:28]([CH2:30][CH2:31][C:32]3[S:33][CH:34]=[C:35]([CH:37]([CH3:39])[CH3:38])[N:36]=3)[CH:27]=[CH:26][N:13]2[C:14](=[O:25])[C:15]=1/[CH:16]=[CH:17]/[C:18]([OH:20])=[O:19])([OH:7])=[O:5], predict the reactants needed to synthesize it. The reactants are: C([O:5][C:6]([CH2:8][S:9][C:10]1[N:11]=[C:12]2[CH:29]=[C:28]([CH2:30][CH2:31][C:32]3[S:33][CH:34]=[C:35]([CH:37]([CH3:39])[CH3:38])[N:36]=3)[CH:27]=[CH:26][N:13]2[C:14](=[O:25])[C:15]=1/[CH:16]=[CH:17]/[C:18]([O:20]C(C)(C)C)=[O:19])=[O:7])(C)(C)C.C([SiH](CC)CC)C.FC(F)(F)C(O)=O. (8) Given the product [CH2:1]([C@H:3]1[CH2:4][CH2:5][C@H:6]([CH:9]2[CH2:14][CH2:13][CH:12]([CH:15]3[CH2:20][CH2:19][C:18]([CH2:2][CH2:1][CH2:3][CH2:4][CH3:5])([OH:21])[CH:17]=[CH:16]3)[CH2:11][CH2:10]2)[CH2:7][CH2:8]1)[CH3:2], predict the reactants needed to synthesize it. The reactants are: [CH2:1]([C@H:3]1[CH2:8][CH2:7][C@H:6]([CH:9]2[CH2:14][CH2:13][CH:12]([CH:15]3[CH2:20][CH2:19][C:18](=[O:21])[CH:17]=[CH:16]3)[CH2:11][CH2:10]2)[CH2:5][CH2:4]1)[CH3:2].[Cl-].[NH4+]. (9) Given the product [C:16]([C:2]1[CH:11]=[CH:10][C:9]([CH3:12])=[C:8]2[C:3]=1[C:4]([CH3:15])=[CH:5][C:6]([CH3:14])([CH3:13])[NH:7]2)#[N:17], predict the reactants needed to synthesize it. The reactants are: Cl[C:2]1[CH:11]=[CH:10][C:9]([CH3:12])=[C:8]2[C:3]=1[C:4]([CH3:15])=[CH:5][C:6]([CH3:14])([CH3:13])[NH:7]2.[CH3:16][N:17](C)C(=O)C.